This data is from Reaction yield outcomes from USPTO patents with 853,638 reactions. The task is: Predict the reaction yield, written as a fraction of the theoretical maximum amount of product (1.0 means a 100% yield; for example, 0.34 means a 34% yield). (1) The reactants are [CH:1]1([CH:7]2[CH2:19][C:18]3[C:17]4[C:12](=[CH:13][CH:14]=[C:15]([C:20]([N:22]([CH2:24][C:25]([NH:27][CH:28]5[CH2:30][CH2:29]5)=[O:26])[CH3:23])=[O:21])[CH:16]=4)[NH:11][C:10]=3[CH2:9][CH2:8]2)[CH2:6][CH2:5][CH2:4][CH2:3][CH2:2]1.[H-].[Na+].[CH3:33][S:34](Cl)(=[O:36])=[O:35]. The catalyst is CN(C=O)C. The product is [CH:1]1([CH:7]2[CH2:19][C:18]3[C:17]4[C:12](=[CH:13][CH:14]=[C:15]([C:20]([N:22]([CH2:24][C:25]([NH:27][CH:28]5[CH2:29][CH2:30]5)=[O:26])[CH3:23])=[O:21])[CH:16]=4)[N:11]([S:34]([CH3:33])(=[O:36])=[O:35])[C:10]=3[CH2:9][CH2:8]2)[CH2:2][CH2:3][CH2:4][CH2:5][CH2:6]1. The yield is 0.340. (2) The reactants are [C:1]([C:3]1[CH:4]=[C:5]([C:10]2[O:14][C:13]([NH:15][CH2:16][C:17]([NH:19][C:20]3[CH:25]=[CH:24][CH:23]=[C:22]([O:26][CH3:27])[CH:21]=3)=[O:18])=[N:12][N:11]=2)[CH:6]=[CH:7][C:8]=1F)#[N:2].O.[NH2:29]N. The catalyst is C(O)CCC. The product is [NH:29]1[C:8]2[C:3](=[CH:4][C:5]([C:10]3[O:14][C:13]([NH:15][CH2:16][C:17]([NH:19][C:20]4[CH:25]=[CH:24][CH:23]=[C:22]([O:26][CH3:27])[CH:21]=4)=[O:18])=[N:12][N:11]=3)=[CH:6][CH:7]=2)[CH:1]=[N:2]1. The yield is 0.320. (3) The reactants are C(N[CH:5]([CH3:7])[CH3:6])(C)C.C([Li])CCC.CCCCCC.[CH:19]1([C:29]([O:31][CH3:32])=[O:30])[CH2:24][CH2:23][CH:22]([C:25]([O:27][CH3:28])=[O:26])[CH2:21][CH2:20]1.C(I)C=C. The catalyst is C1COCC1.CN(C)P(N(C)C)(N(C)C)=O. The product is [CH3:32][O:31][C:29]([C:19]1([CH2:7][CH:5]=[CH2:6])[CH2:24][CH2:23][CH:22]([C:25]([O:27][CH3:28])=[O:26])[CH2:21][CH2:20]1)=[O:30]. The yield is 0.970. (4) The reactants are [CH3:1][O:2][C:3]([NH:5][C@H:6]([C:10]([N:12]1[C@@H:16]([CH3:17])[CH2:15][CH2:14][C@H:13]1[C:18]1[NH:22][C:21]2[C:23]3[C:28]([CH:29]=[CH:30][C:20]=2[N:19]=1)=[CH:27][C:26]1[C:31]2[C:36]([CH2:37][O:38][C:25]=1[CH:24]=3)=[CH:35][C:34]([C:39]1[NH:43][C:42]([C@@H:44]3[CH2:48][C@H:47]([CH2:49][O:50][CH3:51])[CH2:46][N:45]3[C:52]([O:54]C(C)(C)C)=O)=[N:41][CH:40]=1)=[CH:33][CH:32]=2)=[O:11])[CH:7]([CH3:9])[CH3:8])=[O:4].[CH3:59][O:60][C:61]([NH:63][C@H:64]([C:68]1[CH:73]=[CH:72][CH:71]=[CH:70][CH:69]=1)C(O)=O)=[O:62].CCOC(C(C#N)=NOC(N1CCOCC1)=[N+](C)C)=O.F[P-](F)(F)(F)(F)F.C(N(C(C)C)CC)(C)C. The catalyst is Cl.CCO. The product is [CH3:59][O:60][C:61]([NH:63][C@H:64]([C:68]1[CH:73]=[CH:72][CH:71]=[CH:70][CH:69]=1)[C:52]([N:45]1[CH2:46][C@@H:47]([CH2:49][O:50][CH3:51])[CH2:48][C@H:44]1[C:42]1[NH:43][C:39]([C:34]2[CH:35]=[C:36]3[CH2:37][O:38][C:25]4[CH:24]=[C:23]5[C:28]([CH:29]=[CH:30][C:20]6[N:19]=[C:18]([C@@H:13]7[CH2:14][CH2:15][C@H:16]([CH3:17])[N:12]7[C:10](=[O:11])[C@@H:6]([NH:5][C:3](=[O:4])[O:2][CH3:1])[CH:7]([CH3:9])[CH3:8])[NH:22][C:21]=65)=[CH:27][C:26]=4[C:31]3=[CH:32][CH:33]=2)=[CH:40][N:41]=1)=[O:54])=[O:62]. The yield is 0.390.